Dataset: Full USPTO retrosynthesis dataset with 1.9M reactions from patents (1976-2016). Task: Predict the reactants needed to synthesize the given product. (1) Given the product [CH:4]1[N:3]=[CH:10][NH:6][C:5]=1[CH2:21][C:20]([OH:23])=[O:38], predict the reactants needed to synthesize it. The reactants are: C1[N:6](CCO)[CH2:5][CH2:4][N:3]([CH2:10]CS(O)(=O)=O)C1.[Na+].[Cl-].C(S)[C@@H](O)[C@H:20]([OH:23])[CH2:21]S.CCCCCCCCCCCC[O:38]S([O-])(=O)=O.[Na+]. (2) Given the product [Cl:1][C:2]1[CH:16]=[CH:15][C:14]([C@@:17]23[O:24][C@@:21]([CH2:25][OH:26])([CH2:22][O:23]2)[C@@H:20]([OH:27])[C@H:19]([OH:28])[C@H:18]3[OH:29])=[CH:13][C:3]=1[CH2:4][C:5]1[CH:12]=[CH:11][C:8]([C:9](=[O:43])[CH2:33][CH3:34])=[CH:7][CH:6]=1, predict the reactants needed to synthesize it. The reactants are: [Cl:1][C:2]1[CH:16]=[CH:15][C:14]([C@@:17]23[O:24][C@@:21]([CH2:25][OH:26])([CH2:22][O:23]2)[C@@H:20]([OH:27])[C@H:19]([OH:28])[C@H:18]3[OH:29])=[CH:13][C:3]=1[CH2:4][C:5]1[CH:12]=[CH:11][C:8]([C:9]#N)=[CH:7][CH:6]=1.C[Mg]I.[CH3:33][CH2:34]OCC.[Cl-].[NH4+].C1C[O:43]CC1. (3) Given the product [C:1]([O:5][C:6](=[O:20])[NH:7][C:8]1[C:9]([C:13]2[CH:14]=[CH:15][C:16]([O:19][CH2:27][C:23]3[CH:22]=[N:21][CH:26]=[CH:25][CH:24]=3)=[CH:17][CH:18]=2)=[N:10][O:11][CH:12]=1)([CH3:4])([CH3:2])[CH3:3], predict the reactants needed to synthesize it. The reactants are: [C:1]([O:5][C:6](=[O:20])[NH:7][C:8]1[C:9]([C:13]2[CH:18]=[CH:17][C:16]([OH:19])=[CH:15][CH:14]=2)=[N:10][O:11][CH:12]=1)([CH3:4])([CH3:3])[CH3:2].[N:21]1[CH:26]=[CH:25][CH:24]=[C:23]([CH2:27]O)[CH:22]=1.C1(P(C2C=CC=CC=2)C2C=CC=CC=2)C=CC=CC=1.CCOC(/N=N/C(OCC)=O)=O. (4) Given the product [C:22]([C:2]1[CH:11]=[C:10]([CH2:12][N:13]([C:15]([O:17][C:18]([CH3:21])([CH3:20])[CH3:19])=[O:16])[CH3:14])[CH:9]=[CH:8][C:3]=1[C:4]([O:6][CH3:7])=[O:5])#[N:23], predict the reactants needed to synthesize it. The reactants are: Br[C:2]1[CH:11]=[C:10]([CH2:12][N:13]([C:15]([O:17][C:18]([CH3:21])([CH3:20])[CH3:19])=[O:16])[CH3:14])[CH:9]=[CH:8][C:3]=1[C:4]([O:6][CH3:7])=[O:5].[CH3:22][N:23](C=O)C.